Dataset: Human liver microsome stability data. Task: Regression/Classification. Given a drug SMILES string, predict its absorption, distribution, metabolism, or excretion properties. Task type varies by dataset: regression for continuous measurements (e.g., permeability, clearance, half-life) or binary classification for categorical outcomes (e.g., BBB penetration, CYP inhibition). Dataset: hlm. (1) The molecule is CC(C)(NC(=O)c1nn(CCN2CCOCC2)c2c1C[C@H]1C[C@@H]21)c1ccccc1. The result is 1 (stable in human liver microsomes). (2) The drug is CC(C)N1C(=O)SC(=Cc2ccc(Sc3nc4ccccc4[nH]3)o2)C1=O. The result is 1 (stable in human liver microsomes).